Dataset: Full USPTO retrosynthesis dataset with 1.9M reactions from patents (1976-2016). Task: Predict the reactants needed to synthesize the given product. Given the product [NH:8]([C:9]1[CH:14]=[CH:13][C:12]([CH2:15][C@H:16]2[CH2:17][O:18][C:19](=[O:20])[NH:21]2)=[CH:11][CH:10]=1)[NH2:22], predict the reactants needed to synthesize it. The reactants are: CN(CCC1[C:10]2[CH:11]=[C:12]([CH2:15][C@@H:16]3[NH:21][C:19](=[O:20])[O:18][CH2:17]3)[CH:13]=[CH:14][C:9]=2[NH:8]C=1)C.[NH2:22]C1C=CC(C[C@H]2COC(=O)N2)=CC=1.N([O-])=O.[Na+].Cl.